From a dataset of Forward reaction prediction with 1.9M reactions from USPTO patents (1976-2016). Predict the product of the given reaction. (1) Given the reactants Br[C:2]1[N:10]=[CH:9][N:8]=[C:7]2[C:3]=1[N:4]=[CH:5][NH:6]2.[NH2:11][CH:12]([C:14]1[C:15]([O:29][CH3:30])=[C:16]([N:22]2[CH2:27][CH2:26][CH:25]([OH:28])[CH2:24][CH2:23]2)[C:17]([CH3:21])=[C:18]([Cl:20])[CH:19]=1)[CH3:13].C(N(CC)C(C)C)(C)C, predict the reaction product. The product is: [Cl:20][C:18]1[C:17]([CH3:21])=[C:16]([N:22]2[CH2:23][CH2:24][CH:25]([OH:28])[CH2:26][CH2:27]2)[C:15]([O:29][CH3:30])=[C:14]([CH:12]([NH:11][C:2]2[N:10]=[CH:9][N:8]=[C:7]3[C:3]=2[N:4]=[CH:5][NH:6]3)[CH3:13])[CH:19]=1. (2) Given the reactants [CH3:1][C:2]1([CH3:20])[CH:7]=[C:6]([CH3:8])[C:5]([CH3:10])([CH3:9])[C:4](=[CH2:11])/[C:3]/1=[C:12](/[O:15][Si](C)(C)C)\[CH:13]=[CH2:14].C(O)(=O)C(O)=O, predict the reaction product. The product is: [CH3:9][C:5]1([CH3:10])[C:6]([CH3:8])=[CH:7][C:2]([CH3:20])([CH3:1])[C:3]2[C:12](=[O:15])[CH2:13][CH2:14][CH2:11][C:4]1=2. (3) Given the reactants [CH2:1]([O:3][C:4](=[O:18])/[CH:5]=[CH:6]/[C:7]([C:10]1[CH:15]=[CH:14][CH:13]=[C:12]([O:16][CH3:17])[CH:11]=1)([CH3:9])[CH3:8])[CH3:2], predict the reaction product. The product is: [CH2:1]([O:3][C:4](=[O:18])[CH2:5][CH2:6][C:7]([C:10]1[CH:15]=[CH:14][CH:13]=[C:12]([O:16][CH3:17])[CH:11]=1)([CH3:8])[CH3:9])[CH3:2]. (4) Given the reactants [F:1][C:2]([F:15])([F:14])[S:3]([O:6]S(C(F)(F)F)(=O)=O)(=[O:5])=[O:4].[CH3:16][O:17][CH2:18][CH2:19]O.C(N(CC)CC)C, predict the reaction product. The product is: [F:1][C:2]([F:15])([F:14])[S:3]([O:6][CH2:19][CH2:18][O:17][CH3:16])(=[O:5])=[O:4].